This data is from Peptide-MHC class I binding affinity with 185,985 pairs from IEDB/IMGT. The task is: Regression. Given a peptide amino acid sequence and an MHC pseudo amino acid sequence, predict their binding affinity value. This is MHC class I binding data. (1) The peptide sequence is IYCGFKFAW. The MHC is HLA-A69:01 with pseudo-sequence HLA-A69:01. The binding affinity (normalized) is 0.340. (2) The peptide sequence is WMRGRGRAL. The MHC is HLA-B46:01 with pseudo-sequence HLA-B46:01. The binding affinity (normalized) is 0.0847. (3) The peptide sequence is LVRDITESL. The MHC is HLA-B18:01 with pseudo-sequence HLA-B18:01. The binding affinity (normalized) is 0.0847. (4) The peptide sequence is GVYDYLVST. The MHC is HLA-A02:03 with pseudo-sequence HLA-A02:03. The binding affinity (normalized) is 0.564. (5) The peptide sequence is KLRETGAPL. The MHC is HLA-B15:01 with pseudo-sequence HLA-B15:01. The binding affinity (normalized) is 0.583. (6) The peptide sequence is AEMGANLCV. The MHC is HLA-B15:01 with pseudo-sequence HLA-B15:01. The binding affinity (normalized) is 0.0847. (7) The peptide sequence is TEFQSVTFTM. The MHC is HLA-B18:01 with pseudo-sequence HLA-B18:01. The binding affinity (normalized) is 0.677.